This data is from Catalyst prediction with 721,799 reactions and 888 catalyst types from USPTO. The task is: Predict which catalyst facilitates the given reaction. (1) Reactant: [Cl:1][C:2]1[N:7]=[C:6](Cl)[C:5]([O:9][CH3:10])=[CH:4][N:3]=1.[NH2:11][CH2:12][CH2:13][CH2:14][N:15]1[CH2:19][CH2:18][CH2:17][C:16]1=[O:20].C(N(C(C)C)C(C)C)C. Product: [Cl:1][C:2]1[N:7]=[C:6]([NH:11][CH2:12][CH2:13][CH2:14][N:15]2[CH2:19][CH2:18][CH2:17][C:16]2=[O:20])[C:5]([O:9][CH3:10])=[CH:4][N:3]=1. The catalyst class is: 8. (2) The catalyst class is: 93. Product: [CH3:13][CH:14]([CH3:18])[C:15](=[O:17])[CH2:16][C:1]([O:4][CH2:5][C:6]1[CH:7]=[CH:8][CH:9]=[CH:10][CH:11]=1)=[S:12]. Reactant: [C:1](=[S:12])([O:4][CH2:5][C:6]1[CH:11]=[CH:10][CH:9]=[CH:8][CH:7]=1)SC.[CH3:13][CH:14]([CH3:18])[C:15](=[O:17])[CH3:16].[NH2-].[Na+].Cl. (3) Reactant: [N:1]1[C:10]2[C:5](=[CH:6][C:7]([C:11]([OH:13])=O)=[CH:8][CH:9]=2)[CH:4]=[CH:3][CH:2]=1.P(Cl)(Cl)(Cl)=O.[F:19][C:20]1[CH:25]=[CH:24][C:23]([C:26]2[N:27]=[C:28]3[CH:33]=[CH:32][CH:31]=[N:30][N:29]3[C:34]=2[C:35]2[CH:40]=[CH:39][N:38]=[C:37]([NH2:41])[CH:36]=2)=[CH:22][C:21]=1[CH3:42].C(N(CC)CC)C.C(=O)([O-])O.[Na+]. Product: [F:19][C:20]1[CH:25]=[CH:24][C:23]([C:26]2[N:27]=[C:28]3[CH:33]=[CH:32][CH:31]=[N:30][N:29]3[C:34]=2[C:35]2[CH:40]=[CH:39][N:38]=[C:37]([NH:41][C:11]([C:7]3[CH:6]=[C:5]4[C:10](=[CH:9][CH:8]=3)[N:1]=[CH:2][CH:3]=[CH:4]4)=[O:13])[CH:36]=2)=[CH:22][C:21]=1[CH3:42]. The catalyst class is: 7. (4) Reactant: [N+:1]([C:4]1[CH:5]=[C:6]2[C:10](=[CH:11][CH:12]=1)[N:9]([C:13]1[CH:14]=[N:15][CH:16]=[CH:17][CH:18]=1)[CH:8]=[CH:7]2)([O-])=O. Product: [N:15]1[CH:16]=[CH:17][CH:18]=[C:13]([N:9]2[C:10]3[C:6](=[CH:5][C:4]([NH2:1])=[CH:12][CH:11]=3)[CH:7]=[CH:8]2)[CH:14]=1. The catalyst class is: 94. (5) Reactant: [N+:1]([C:4]1[CH:9]=[CH:8][C:7]([CH:10]2[CH2:13][N:12]([C:14]([O:16][C:17]([CH3:20])([CH3:19])[CH3:18])=[O:15])[CH2:11]2)=[CH:6][CH:5]=1)([O-])=O. Product: [NH2:1][C:4]1[CH:5]=[CH:6][C:7]([CH:10]2[CH2:11][N:12]([C:14]([O:16][C:17]([CH3:20])([CH3:19])[CH3:18])=[O:15])[CH2:13]2)=[CH:8][CH:9]=1. The catalyst class is: 99.